This data is from Forward reaction prediction with 1.9M reactions from USPTO patents (1976-2016). The task is: Predict the product of the given reaction. (1) Given the reactants [CH3:1][O:2][C:3]1[CH:4]=[C:5]([CH:9]=[CH:10][C:11]=1[NH2:12])[C:6]([OH:8])=O.[C:13](Cl)(=[O:16])[CH2:14][CH3:15].[CH3:18][O:19][C:20]1[CH:21]=[C:22]([CH:24]=[C:25]([O:29][CH3:30])[C:26]=1[O:27][CH3:28])[NH2:23], predict the reaction product. The product is: [CH3:30][O:29][C:25]1[CH:24]=[C:22]([NH:23][C:6](=[O:8])[C:5]2[CH:9]=[CH:10][C:11]([NH:12][C:13](=[O:16])[CH2:14][CH3:15])=[C:3]([O:2][CH3:1])[CH:4]=2)[CH:21]=[C:20]([O:19][CH3:18])[C:26]=1[O:27][CH3:28]. (2) Given the reactants [Br:1][C:2]1[CH:3]=[C:4]([C:8]2[NH:12][N:11]=[C:10]([C:13]([OH:15])=O)[C:9]=2[CH3:16])[CH:5]=[CH:6][CH:7]=1.[CH2:17]([N:19]([CH2:25][CH3:26])[CH:20]1[CH2:24][CH2:23][NH:22][CH2:21]1)[CH3:18], predict the reaction product. The product is: [Br:1][C:2]1[CH:3]=[C:4]([C:8]2[NH:12][N:11]=[C:10]([C:13]([N:22]3[CH2:23][CH2:24][CH:20]([N:19]([CH2:25][CH3:26])[CH2:17][CH3:18])[CH2:21]3)=[O:15])[C:9]=2[CH3:16])[CH:5]=[CH:6][CH:7]=1. (3) Given the reactants [NH2:1][C@H:2]1[CH2:7][CH2:6][CH2:5][CH2:4][C@H:3]1[NH:8][C:9]1[N:14]=[C:13]([NH:15][C:16]2[CH:21]=[CH:20][C:19](C3ON=CC=3)=[CH:18][CH:17]=2)[C:12]([C:27]([NH2:29])=[O:28])=[CH:11][N:10]=1.[N:30]1(C2C=C(C=CC=2)N)[CH:34]=[N:33][N:32]=[N:31]1, predict the reaction product. The product is: [N:30]1([C:20]2[CH:21]=[C:16]([NH:15][C:13]3[C:12]([C:27]([NH2:29])=[O:28])=[CH:11][N:10]=[C:9]([NH:8][C@@H:3]4[CH2:4][CH2:5][CH2:6][CH2:7][C@@H:2]4[NH2:1])[N:14]=3)[CH:17]=[CH:18][CH:19]=2)[CH:34]=[N:33][N:32]=[N:31]1.